From a dataset of Reaction yield outcomes from USPTO patents with 853,638 reactions. Predict the reaction yield, written as a fraction of the theoretical maximum amount of product (1.0 means a 100% yield; for example, 0.34 means a 34% yield). (1) The reactants are [N:1]1[CH:6]=[CH:5][CH:4]=[CH:3][C:2]=1[N:7]1[CH2:12][CH2:11][NH:10][CH2:9][CH2:8]1.C=O.[CH:15]1([C:21]([NH2:23])=[O:22])[CH2:20][CH2:19][CH2:18][CH2:17][CH2:16]1.[C:24](=O)([O-])[O-].[K+].[K+]. The catalyst is C(O)C. The product is [N:1]1[CH:6]=[CH:5][CH:4]=[CH:3][C:2]=1[N:7]1[CH2:8][CH2:9][N:10]([CH2:24][NH:23][C:21]([CH:15]2[CH2:20][CH2:19][CH2:18][CH2:17][CH2:16]2)=[O:22])[CH2:11][CH2:12]1. The yield is 0.660. (2) The reactants are [CH3:1][N:2]([CH3:22])[CH2:3][CH2:4][O:5][C:6]1[CH:11]=[CH:10][C:9]([NH:12]C(=O)C)=[CH:8][C:7]=1[C:16]1[N:17]([CH3:21])[N:18]=[CH:19][CH:20]=1.[OH-].[Na+]. The yield is 0.875. The catalyst is C(O)C.O. The product is [CH3:1][N:2]([CH3:22])[CH2:3][CH2:4][O:5][C:6]1[CH:11]=[CH:10][C:9]([NH2:12])=[CH:8][C:7]=1[C:16]1[N:17]([CH3:21])[N:18]=[CH:19][CH:20]=1. (3) The reactants are [Li+].[Cl-].[CH3:3][N:4]1[C:12](=[O:13])[C:11]2[N:10]([CH3:14])[CH:9]=[N:8][C:7]=2[N:6]([CH3:15])[C:5]1=[O:16].Br[CH2:18][C:19](=[CH2:25])[C:20]([O:22][CH2:23][CH3:24])=[O:21].C([Cu])#N. The catalyst is C1COCC1. The product is [CH3:3][N:4]1[C:12](=[O:13])[C:11]2[N:10]([CH3:14])[C:9]([CH2:25][C:19](=[CH2:18])[C:20]([O:22][CH2:23][CH3:24])=[O:21])=[N:8][C:7]=2[N:6]([CH3:15])[C:5]1=[O:16]. The yield is 0.690. (4) The reactants are [Br:1][C:2]1[CH:3]=[C:4]([NH:10][C:11](=[O:20])[O:12][CH2:13][C:14]2[CH:19]=[CH:18][CH:17]=[CH:16][CH:15]=2)[CH:5]=[C:6]([C:8]#[N:9])[CH:7]=1.[H-].[Na+].[CH3:23]I. The catalyst is C1COCC1. The product is [Br:1][C:2]1[CH:3]=[C:4]([N:10]([CH3:23])[C:11](=[O:20])[O:12][CH2:13][C:14]2[CH:15]=[CH:16][CH:17]=[CH:18][CH:19]=2)[CH:5]=[C:6]([C:8]#[N:9])[CH:7]=1. The yield is 0.240.